The task is: Predict the reaction yield, written as a fraction of the theoretical maximum amount of product (1.0 means a 100% yield; for example, 0.34 means a 34% yield).. This data is from Reaction yield outcomes from USPTO patents with 853,638 reactions. (1) The reactants are [Cl:1][C:2]1[CH:7]=[CH:6][C:5]([CH2:8][CH2:9][CH2:10][C:11]([OH:13])=O)=[CH:4][CH:3]=1.O.O[N:16]1C2C=CC=CC=2N=N1.Cl.C(N=C=NCCCN(C)C)C.N.CO. The catalyst is CN(C)C=O.O. The product is [Cl:1][C:2]1[CH:7]=[CH:6][C:5]([CH2:8][CH2:9][CH2:10][C:11]([NH2:16])=[O:13])=[CH:4][CH:3]=1. The yield is 0.610. (2) The reactants are C1CCN2C(=NCCC2)CC1.[O:12]1[CH:25]([CH2:26][CH2:27][CH2:28][CH2:29][CH2:30][CH2:31][CH3:32])[CH:13]1/[CH:14]=[C:15](/[C:21]([O:23][CH3:24])=[O:22])\[CH2:16][C:17]([O:19][CH3:20])=[O:18].OC(CCCCCCC)/C=C/C(/C(OC)=O)=C\C(OC)=O. The catalyst is CCOCC. The product is [OH:12][CH:25]([CH2:26][CH2:27][CH2:28][CH2:29][CH2:30][CH2:31][CH3:32])/[CH:13]=[CH:14]/[C:15](/[C:21]([O:23][CH3:24])=[O:22])=[CH:16]/[C:17]([O:19][CH3:20])=[O:18]. The yield is 0.610. (3) The reactants are Cl[C:2]1[CH:7]=[C:6]([NH:8][C:9]2[CH:18]=[CH:17][CH:16]=[CH:15][C:10]=2[C:11]([NH:13][CH3:14])=[O:12])[C:5]([CH:19]2[CH2:21][CH2:20]2)=[CH:4][N:3]=1.[CH3:22][N:23]1[C:27]([NH2:28])=[CH:26][C:25]([CH3:29])=[N:24]1.C([O-])([O-])=O.[Cs+].[Cs+].CC1(C)C2C(=C(P(C3C=CC=CC=3)C3C=CC=CC=3)C=CC=2)OC2C(P(C3C=CC=CC=3)C3C=CC=CC=3)=CC=CC1=2. The catalyst is C1C=CC(/C=C/C(/C=C/C2C=CC=CC=2)=O)=CC=1.C1C=CC(/C=C/C(/C=C/C2C=CC=CC=2)=O)=CC=1.C1C=CC(/C=C/C(/C=C/C2C=CC=CC=2)=O)=CC=1.[Pd].[Pd].O1CCOCC1. The product is [CH:19]1([C:5]2[C:6]([NH:8][C:9]3[CH:18]=[CH:17][CH:16]=[CH:15][C:10]=3[C:11]([NH:13][CH3:14])=[O:12])=[CH:7][C:2]([NH:28][C:27]3[N:23]([CH3:22])[N:24]=[C:25]([CH3:29])[CH:26]=3)=[N:3][CH:4]=2)[CH2:21][CH2:20]1. The yield is 0.170. (4) The reactants are [Li+].C[Si]([N-][Si](C)(C)C)(C)C.[C:11]([O:15][CH2:16][CH3:17])(=[O:14])[C:12]#[CH:13].[CH3:18][C:19]1[C:23]([C:24]([C:26]2[O:27][C:28]3[CH:34]=[CH:33][C:32]([CH2:35][C:36]([NH:38][CH:39]([C:46]4[CH:51]=[CH:50][C:49]([CH3:52])=[CH:48][C:47]=4[CH3:53])[C:40]4[CH:45]=[CH:44][CH:43]=[CH:42][CH:41]=4)=[O:37])=[CH:31][C:29]=3[CH:30]=2)=[O:25])=[C:22]([CH3:54])[O:21][N:20]=1. The catalyst is C1COCC1. The product is [CH3:18][C:19]1[C:23]([C:24]([C:26]2[O:27][C:28]3[CH:34]=[CH:33][C:32]([CH2:35][C:36]([NH:38][CH:39]([C:46]4[CH:51]=[CH:50][C:49]([CH3:52])=[CH:48][C:47]=4[CH3:53])[C:40]4[CH:45]=[CH:44][CH:43]=[CH:42][CH:41]=4)=[O:37])=[CH:31][C:29]=3[CH:30]=2)([OH:25])[C:13]#[C:12][C:11]([O:15][CH2:16][CH3:17])=[O:14])=[C:22]([CH3:54])[O:21][N:20]=1. The yield is 0.250. (5) The reactants are [CH2:1]([NH:8][C:9](=[O:16])[NH:10][O:11][CH2:12][C:13]([OH:15])=O)[C:2]1[CH:7]=[CH:6][CH:5]=[CH:4][CH:3]=1.OC1C2N=NNC=2C=CC=1.C(N=C=NCCCN(C)C)C.[NH2:38][C@@H:39]([CH3:58])[C:40]([N:42]([CH2:51][C:52]1[CH:57]=[CH:56][CH:55]=[CH:54][CH:53]=1)[CH2:43][CH:44]([O:48][CH2:49][CH3:50])[O:45][CH2:46][CH3:47])=[O:41]. The catalyst is ClCCl.CN(C)C1C=CN=CC=1. The product is [CH2:51]([N:42]([CH2:43][CH:44]([O:45][CH2:46][CH3:47])[O:48][CH2:49][CH3:50])[C:40](=[O:41])[C@@H:39]([NH:38][C:13](=[O:15])[CH2:12][O:11][NH:10][C:9]([NH:8][CH2:1][C:2]1[CH:3]=[CH:4][CH:5]=[CH:6][CH:7]=1)=[O:16])[CH3:58])[C:52]1[CH:53]=[CH:54][CH:55]=[CH:56][CH:57]=1. The yield is 0.800. (6) The reactants are I[C:2]1[CH:3]=[C:4]([CH3:9])[CH:5]=[C:6]([CH3:8])[CH:7]=1.[SH:10][C:11]1[CH:16]=[CH:15][C:14]([OH:17])=[CH:13][CH:12]=1.C([O-])([O-])=O.[K+].[K+].C(O)CO. The catalyst is [Cu]I.CC(O)C. The product is [CH3:8][C:6]1[CH:7]=[C:2]([S:10][C:11]2[CH:16]=[CH:15][C:14]([OH:17])=[CH:13][CH:12]=2)[CH:3]=[C:4]([CH3:9])[CH:5]=1. The yield is 0.900.